This data is from Reaction yield outcomes from USPTO patents with 853,638 reactions. The task is: Predict the reaction yield, written as a fraction of the theoretical maximum amount of product (1.0 means a 100% yield; for example, 0.34 means a 34% yield). (1) The reactants are C(O[CH:4]=[C:5]([C:11]([O:13][CH2:14][CH3:15])=O)[C:6]([O:8][CH2:9][CH3:10])=[O:7])C.Cl.[NH:17]([CH2:19][C:20]([O:22][CH2:23][C:24]1C=CC=CC=1)=[O:21])[NH2:18].C(N(CC)CC)C.C(#N)C. The catalyst is C(O)C.C(=O)([O-])O.[Na+]. The product is [CH2:14]([O:13][C:11]1[N:17]([CH2:19][C:20]([O:22][CH2:23][CH3:24])=[O:21])[N:18]=[CH:4][C:5]=1[C:6]([O:8][CH2:9][CH3:10])=[O:7])[CH3:15]. The yield is 0.140. (2) The reactants are [CH3:1][C:2]1[NH:7][C:6](=[O:8])[NH:5][C:4](=[O:9])[C:3]=1[N+:10]([O-:12])=[O:11].[CH3:13][N:14]([CH3:17])[CH:15]=O. No catalyst specified. The product is [CH3:13][N:14]([CH3:17])/[CH:15]=[CH:1]/[C:2]1[NH:7][C:6](=[O:8])[NH:5][C:4](=[O:9])[C:3]=1[N+:10]([O-:12])=[O:11]. The yield is 0.660. (3) The reactants are [C:1]1([CH3:10])[C:2]([C:7]([OH:9])=[O:8])=[CH:3][CH:4]=[CH:5][CH:6]=1.[Br:11]N1C(=O)CCC1=O. The catalyst is C(Cl)(Cl)Cl. The product is [Br:11][CH2:10][C:1]1[CH:6]=[CH:5][CH:4]=[CH:3][C:2]=1[C:7]([OH:9])=[O:8]. The yield is 0.540. (4) The reactants are [C:1]1([C:7]#[C:8][C:9]2[CH:16]=[CH:15][C:12]([CH:13]=O)=[CH:11][CH:10]=2)[CH:6]=[CH:5][CH:4]=[CH:3][CH:2]=1.[NH:17]1[CH2:20][CH:19]([C:21]([OH:23])=[O:22])[CH2:18]1.CC(O)=O.C([BH3-])#N. The catalyst is CO.ClCCl. The product is [C:1]1([C:7]#[C:8][C:9]2[CH:16]=[CH:15][C:12]([CH2:13][N:17]3[CH2:20][CH:19]([C:21]([OH:23])=[O:22])[CH2:18]3)=[CH:11][CH:10]=2)[CH:6]=[CH:5][CH:4]=[CH:3][CH:2]=1. The yield is 0.260. (5) The reactants are [Cl:1][C:2]1[CH:3]=[C:4]([O:12][C:13]2[C:25](I)=[CH:24][C:16]([C:17]([O:19][C:20]([CH3:23])([CH3:22])[CH3:21])=[O:18])=[C:15]([F:27])[CH:14]=2)[CH:5]=[N:6][C:7]=1[O:8][CH:9]([CH3:11])[CH3:10].[CH:28]1(B(O)O)[CH2:30][CH2:29]1.[O-]P([O-])([O-])=O.[K+].[K+].[K+]. The catalyst is O1CCOCC1.C1C=CC([P]([Pd]([P](C2C=CC=CC=2)(C2C=CC=CC=2)C2C=CC=CC=2)([P](C2C=CC=CC=2)(C2C=CC=CC=2)C2C=CC=CC=2)[P](C2C=CC=CC=2)(C2C=CC=CC=2)C2C=CC=CC=2)(C2C=CC=CC=2)C2C=CC=CC=2)=CC=1. The product is [Cl:1][C:2]1[CH:3]=[C:4]([O:12][C:13]2[C:25]([CH:28]3[CH2:30][CH2:29]3)=[CH:24][C:16]([C:17]([O:19][C:20]([CH3:23])([CH3:22])[CH3:21])=[O:18])=[C:15]([F:27])[CH:14]=2)[CH:5]=[N:6][C:7]=1[O:8][CH:9]([CH3:11])[CH3:10]. The yield is 1.00. (6) The reactants are [NH2:1][C:2]1[CH:3]=[C:4]([CH:19]=[CH:20][CH:21]=1)[O:5][C:6]1[CH:18]=[CH:17][C:9]2[N:10]=[C:11]([NH:13][C:14](=[O:16])[CH3:15])[S:12][C:8]=2[CH:7]=1.[CH3:22][C:23]([C:27]1[CH:28]=[C:29]([CH:33]=[CH:34][CH:35]=1)[C:30](O)=[O:31])([CH3:26])[C:24]#[CH:25].O1CCCC1.C(Cl)(=O)C(Cl)=O. The catalyst is CN(C)C=O. The product is [C:14]([NH:13][C:11]1[S:12][C:8]2[CH:7]=[C:6]([O:5][C:4]3[CH:3]=[C:2]([NH:1][C:30](=[O:31])[C:29]4[CH:33]=[CH:34][CH:35]=[C:27]([C:23]([CH3:22])([CH3:26])[C:24]#[CH:25])[CH:28]=4)[CH:21]=[CH:20][CH:19]=3)[CH:18]=[CH:17][C:9]=2[N:10]=1)(=[O:16])[CH3:15]. The yield is 0.220. (7) The catalyst is O1CCOCC1. The reactants are [CH3:1][O:2][C:3]([C@@H:5]1[CH2:9][CH2:8][CH2:7][C@H:6]1[C:10](=[O:18])[C:11]1[CH:16]=[CH:15][C:14](Br)=[CH:13][CH:12]=1)=[O:4].[B:19]1([B:19]2[O:23][C:22]([CH3:25])([CH3:24])[C:21]([CH3:27])([CH3:26])[O:20]2)[O:23][C:22]([CH3:25])([CH3:24])[C:21]([CH3:27])([CH3:26])[O:20]1.C([O-])(=O)C.[K+].ClCCl. The product is [CH3:26][C:21]1([CH3:27])[C:22]([CH3:25])([CH3:24])[O:23][B:19]([C:14]2[CH:15]=[CH:16][C:11]([C:10]([C@@H:6]3[CH2:7][CH2:8][CH2:9][C@H:5]3[C:3]([O:2][CH3:1])=[O:4])=[O:18])=[CH:12][CH:13]=2)[O:20]1. The yield is 0.800.